This data is from Forward reaction prediction with 1.9M reactions from USPTO patents (1976-2016). The task is: Predict the product of the given reaction. (1) Given the reactants [Br:1][C:2]1[CH:3]=[C:4]([N:8]2[C:12]3=[N:13][CH:14]=[CH:15][CH:16]=[C:11]3[C:10]([C:17]([O:19]C)=O)=[N:9]2)[CH:5]=[CH:6][CH:7]=1.C([NH2:23])=O.C[O-].[Na+], predict the reaction product. The product is: [Br:1][C:2]1[CH:3]=[C:4]([N:8]2[C:12]3=[N:13][CH:14]=[CH:15][CH:16]=[C:11]3[C:10]([C:17]([NH2:23])=[O:19])=[N:9]2)[CH:5]=[CH:6][CH:7]=1. (2) Given the reactants [OH:1][C:2]1[CH:3]=[CH:4][C:5]([O:17][CH2:18][C:19]2[CH:24]=[CH:23][CH:22]=[CH:21][CH:20]=2)=[C:6]([CH:16]=1)[C:7]([NH:9][C:10]1[CH:11]=[N:12][CH:13]=[CH:14][CH:15]=1)=[O:8].[H-].[Na+].CC1C=CC(S(O[CH2:38][CH2:39][N:40]([C:42]([O:44][C:45]([CH3:48])([CH3:47])[CH3:46])=[O:43])[CH3:41])(=O)=O)=CC=1.O, predict the reaction product. The product is: [CH3:41][N:40]([CH2:39][CH2:38][O:1][C:2]1[CH:3]=[CH:4][C:5]([O:17][CH2:18][C:19]2[CH:20]=[CH:21][CH:22]=[CH:23][CH:24]=2)=[C:6]([C:7]([NH:9][C:10]2[CH:11]=[N:12][CH:13]=[CH:14][CH:15]=2)=[O:8])[CH:16]=1)[C:42](=[O:43])[O:44][C:45]([CH3:46])([CH3:48])[CH3:47].